Dataset: Reaction yield outcomes from USPTO patents with 853,638 reactions. Task: Predict the reaction yield, written as a fraction of the theoretical maximum amount of product (1.0 means a 100% yield; for example, 0.34 means a 34% yield). (1) The reactants are [NH2:1][C:2]1[CH:29]=[CH:28][C:5]([O:6][C:7]2[CH:12]=[CH:11][N:10]=[C:9]([NH:13][C:14]([N:16]3[CH2:21][CH2:20][N:19]([CH2:22][CH2:23][N:24]4[CH2:27][CH2:26][CH2:25]4)[CH2:18][CH2:17]3)=[O:15])[CH:8]=2)=[C:4]([F:30])[CH:3]=1.[C@]12(CS(O)(=O)=O)C(C)(C)C(CC1)CC2=O.[C:46]1([CH2:52][C:53]([N:55]=[C:56]=[S:57])=[O:54])[CH:51]=[CH:50][CH:49]=[CH:48][CH:47]=1.C(OCC)C. The catalyst is C(O)C.C1(C)C=CC=CC=1.CCCCCC. The product is [F:30][C:4]1[CH:3]=[C:2]([NH:1][C:56]([NH:55][C:53](=[O:54])[CH2:52][C:46]2[CH:47]=[CH:48][CH:49]=[CH:50][CH:51]=2)=[S:57])[CH:29]=[CH:28][C:5]=1[O:6][C:7]1[CH:12]=[CH:11][N:10]=[C:9]([NH:13][C:14]([N:16]2[CH2:21][CH2:20][N:19]([CH2:22][CH2:23][N:24]3[CH2:27][CH2:26][CH2:25]3)[CH2:18][CH2:17]2)=[O:15])[CH:8]=1. The yield is 0.433. (2) The reactants are Cl.[CH3:2][NH:3][O:4][CH3:5].CCN(C(C)C)C(C)C.C[Al](C)C.[F:19][C:20]1[CH:25]=[CH:24][CH:23]=[CH:22][C:21]=1[N:26]1[CH:31]=[C:30]([O:32][CH3:33])[C:29](=[O:34])[C:28]([C:35]([O:37]C)=O)=[N:27]1.Cl.[Na+].[Cl-]. The catalyst is C(Cl)Cl. The product is [F:19][C:20]1[CH:25]=[CH:24][CH:23]=[CH:22][C:21]=1[N:26]1[CH:31]=[C:30]([O:32][CH3:33])[C:29](=[O:34])[C:28]([C:35]([N:3]([O:4][CH3:5])[CH3:2])=[O:37])=[N:27]1. The yield is 0.650. (3) The reactants are [CH3:1][P:2](=[O:7])([O:5][CH3:6])[O:3][CH3:4].C([Li])CCC.[F:13][C:14]([F:24])([CH2:20][CH2:21][CH2:22][CH3:23])[C:15](OCC)=[O:16].OS(O)(=O)=O. The catalyst is O1CCCC1.CCCCC. The product is [CH3:4][O:3][P:2]([CH2:1][C:15](=[O:16])[C:14]([F:24])([F:13])[CH2:20][CH2:21][CH2:22][CH3:23])(=[O:7])[O:5][CH3:6]. The yield is 0.440. (4) The reactants are [O:1]=[C:2]1[C:7]([CH2:8][C:9]2[CH:14]=[CH:13][C:12]([C:15]3[C:16]([C:21]#[N:22])=[CH:17][CH:18]=[CH:19][CH:20]=3)=[CH:11][CH:10]=2)=[C:6]([CH2:23][CH2:24][CH3:25])[N:5]2[N:26]=[CH:27][N:28]=[C:4]2[NH:3]1.[CH3:29][C:30]1([CH3:42])[CH2:34][C:33]2[CH:35]=[C:36](B(O)O)[CH:37]=[CH:38][C:32]=2[O:31]1.C(N(CC)CC)C.N1C=CC=CC=1. The catalyst is ClCCl.C(OCC)(=O)C.C([O-])(=O)C.[Cu+2].C([O-])(=O)C. The product is [CH3:29][C:30]1([CH3:42])[CH2:34][C:33]2[CH:35]=[C:36]([N:3]3[C:2](=[O:1])[C:7]([CH2:8][C:9]4[CH:10]=[CH:11][C:12]([C:15]5[C:16]([C:21]#[N:22])=[CH:17][CH:18]=[CH:19][CH:20]=5)=[CH:13][CH:14]=4)=[C:6]([CH2:23][CH2:24][CH3:25])[N:5]4[N:26]=[CH:27][N:28]=[C:4]34)[CH:37]=[CH:38][C:32]=2[O:31]1. The yield is 1.00. (5) The reactants are [F:1][C:2]1[CH:3]=[C:4]([CH:44]=[CH:45][CH:46]=1)[CH2:5][CH2:6][N:7]1[CH:11]=[C:10]([C:12]2[C:20]3[C:15](=[N:16][CH:17]=[C:18]([C:21]4[CH:22]=[CH:23][C:24]([O:32][CH3:33])=[C:25]([NH:27][S:28]([CH3:31])(=[O:30])=[O:29])[CH:26]=4)[CH:19]=3)[N:14](S(C3C=CC(C)=CC=3)(=O)=O)[CH:13]=2)[CH:9]=[N:8]1.[OH-].[Li+]. The catalyst is C1COCC1.CO.O. The product is [F:1][C:2]1[CH:3]=[C:4]([CH:44]=[CH:45][CH:46]=1)[CH2:5][CH2:6][N:7]1[CH:11]=[C:10]([C:12]2[C:20]3[C:15](=[N:16][CH:17]=[C:18]([C:21]4[CH:22]=[CH:23][C:24]([O:32][CH3:33])=[C:25]([NH:27][S:28]([CH3:31])(=[O:29])=[O:30])[CH:26]=4)[CH:19]=3)[NH:14][CH:13]=2)[CH:9]=[N:8]1. The yield is 0.400. (6) The reactants are [Cl-].O[NH3+:3].[C:4](=[O:7])([O-])[OH:5].[Na+].CS(C)=O.[CH2:13]([C:17]1[N:18]=[C:19]([CH3:47])[N:20]([CH2:39][C:40]2[C:41]([CH3:46])=[N:42][O:43][C:44]=2[CH3:45])[C:21](=[O:38])[C:22]=1[CH2:23][C:24]1[CH:29]=[CH:28][C:27]([C:30]2[C:31]([C:36]#[N:37])=[CH:32][CH:33]=[CH:34][CH:35]=2)=[CH:26][CH:25]=1)[CH2:14][CH2:15][CH3:16]. The catalyst is C(OCC)(=O)C. The product is [CH2:13]([C:17]1[N:18]=[C:19]([CH3:47])[N:20]([CH2:39][C:40]2[C:41]([CH3:46])=[N:42][O:43][C:44]=2[CH3:45])[C:21](=[O:38])[C:22]=1[CH2:23][C:24]1[CH:25]=[CH:26][C:27]([C:30]2[CH:35]=[CH:34][CH:33]=[CH:32][C:31]=2[C:36]2[NH:3][C:4](=[O:7])[O:5][N:37]=2)=[CH:28][CH:29]=1)[CH2:14][CH2:15][CH3:16]. The yield is 0.550. (7) The reactants are [S:1]([O:8]S(C(F)(F)F)(=O)=O)([C:4]([F:7])([F:6])[F:5])(=[O:3])=[O:2].[OH:16][C:17]1[CH:24]=[C:23](O)[CH:22]=[CH:21][C:18]=1[CH:19]=[O:20].N1C=CC=CC=1. The catalyst is ClCCl. The product is [CH:19]([C:18]1[CH:21]=[CH:22][C:23]([O:8][S:1]([C:4]([F:7])([F:6])[F:5])(=[O:3])=[O:2])=[CH:24][C:17]=1[OH:16])=[O:20]. The yield is 0.570. (8) The reactants are CS(C)=O.C(Cl)(=O)C(Cl)=O.[CH2:11]([N:18]1[CH2:23][CH2:22][CH:21]([CH:24]([CH:26]2[C:34]3[C:29](=[CH:30][CH:31]=[CH:32][CH:33]=3)[CH2:28][O:27]2)[OH:25])[CH2:20][CH2:19]1)[C:12]1[CH:17]=[CH:16][CH:15]=[CH:14][CH:13]=1.C(N(CC)CC)C. The catalyst is ClCCl. The product is [CH2:11]([N:18]1[CH2:19][CH2:20][CH:21]([C:24]([CH:26]2[C:34]3[C:29](=[CH:30][CH:31]=[CH:32][CH:33]=3)[CH2:28][O:27]2)=[O:25])[CH2:22][CH2:23]1)[C:12]1[CH:17]=[CH:16][CH:15]=[CH:14][CH:13]=1. The yield is 0.330. (9) The yield is 0.450. The catalyst is CN(C=O)C. The product is [Cl:1][C:2]1[CH:3]=[C:4]([CH2:9][C:10]([O:12][CH2:13][CH3:14])=[O:11])[CH:5]=[CH:6][C:7]=1[O:8][CH2:22][C:23]1[CH:32]=[CH:31][C:30]2[C:25](=[CH:26][CH:27]=[CH:28][CH:29]=2)[N:24]=1. The reactants are [Cl:1][C:2]1[CH:3]=[C:4]([CH2:9][C:10]([O:12][CH2:13][CH3:14])=[O:11])[CH:5]=[CH:6][C:7]=1[OH:8].C([O-])([O-])=O.[K+].[K+].Cl[CH2:22][C:23]1[CH:32]=[CH:31][C:30]2[C:25](=[CH:26][CH:27]=[CH:28][CH:29]=2)[N:24]=1. (10) The reactants are [OH-].[Na+].[Br:3][C:4]1[CH:5]=[C:6]([C:21]([O:23]C)=[O:22])[CH:7]=[C:8]2[C:13]=1[O:12][C:11]([N:14]1[CH2:19][CH2:18][O:17][CH2:16][CH2:15]1)=[CH:10][C:9]2=[O:20].Cl. The catalyst is CO.O. The product is [Br:3][C:4]1[CH:5]=[C:6]([C:21]([OH:23])=[O:22])[CH:7]=[C:8]2[C:13]=1[O:12][C:11]([N:14]1[CH2:19][CH2:18][O:17][CH2:16][CH2:15]1)=[CH:10][C:9]2=[O:20]. The yield is 0.840.